This data is from Catalyst prediction with 721,799 reactions and 888 catalyst types from USPTO. The task is: Predict which catalyst facilitates the given reaction. (1) Reactant: C(O[C:6]([N:8](C)[C@@H:9]([CH3:94])[C:10]([NH:12][C@@H:13]([C:90]([CH3:93])([CH3:92])[CH3:91])[C:14]([N:16]1[C@H:20]([C:21](=[O:33])[NH:22][C@H:23]2[C:32]3[C:27](=[CH:28][CH:29]=[CH:30][CH:31]=3)[CH2:26][CH2:25][CH2:24]2)[CH2:19][C@H:18]([NH:34][C:35]([C:37]2[CH:89]=[CH:88][C:40]([C:41]([O:43][C:44]3[CH:53]=[C:52]4[C:47]([CH2:48][C@@H:49]([C:75](=[O:87])[NH:76][C@H:77]5[C:86]6[C:81](=[CH:82][CH:83]=[CH:84][CH:85]=6)[CH2:80][CH2:79][CH2:78]5)[N:50]([C:54](=[O:74])[C@@H:55]([NH:60][C:61](=[O:73])[C@@H:62]([N:64](C(OC(C)(C)C)=O)[CH3:65])[CH3:63])[C:56]([CH3:59])([CH3:58])[CH3:57])[CH2:51]4)=[CH:46][CH:45]=3)=[O:42])=[CH:39][CH:38]=2)=[O:36])[CH2:17]1)=[O:15])=[O:11])=O)(C)(C)C.C(O)(C(F)(F)F)=O. Product: [CH3:93][C:90]([CH3:91])([CH3:92])[C@H:13]([NH:12][C:10](=[O:11])[C@@H:9]([NH:8][CH3:6])[CH3:94])[C:14]([N:16]1[C@H:20]([C:21](=[O:33])[NH:22][C@H:23]2[C:32]3[C:27](=[CH:28][CH:29]=[CH:30][CH:31]=3)[CH2:26][CH2:25][CH2:24]2)[CH2:19][C@H:18]([NH:34][C:35]([C:37]2[CH:89]=[CH:88][C:40]([C:41]([O:43][C:44]3[CH:53]=[C:52]4[C:47]([CH2:48][C@@H:49]([C:75](=[O:87])[NH:76][C@H:77]5[C:86]6[C:81](=[CH:82][CH:83]=[CH:84][CH:85]=6)[CH2:80][CH2:79][CH2:78]5)[N:50]([C:54](=[O:74])[C@@H:55]([NH:60][C:61](=[O:73])[C@@H:62]([NH:64][CH3:65])[CH3:63])[C:56]([CH3:57])([CH3:58])[CH3:59])[CH2:51]4)=[CH:46][CH:45]=3)=[O:42])=[CH:39][CH:38]=2)=[O:36])[CH2:17]1)=[O:15]. The catalyst class is: 2. (2) Reactant: [Cl:1][C:2]1[CH:30]=[C:29]([Cl:31])[CH:28]=[CH:27][C:3]=1[CH2:4][N:5]([CH3:26])[C:6]([C:8]1[NH:12][C:11]([C:13](O)=[O:14])=[C:10]([S:16]([C:19]2[CH:24]=[CH:23][CH:22]=[CH:21][CH:20]=2)(=[O:18])=[O:17])[C:9]=1[CH3:25])=[O:7].[NH:32]1[C:40]2[C:35](=[CH:36][CH:37]=[CH:38][CH:39]=2)[C:34]([CH2:41][NH2:42])=[N:33]1.ON1C2C=CC=CC=2N=N1.Cl.CN(C)CCCN=C=NCC. Product: [Cl:1][C:2]1[CH:30]=[C:29]([Cl:31])[CH:28]=[CH:27][C:3]=1[CH2:4][N:5]([CH3:26])[C:6]([C:8]1[NH:12][C:11]([C:13]([NH:42][CH2:41][C:34]2[C:35]3[C:40](=[CH:39][CH:38]=[CH:37][CH:36]=3)[NH:32][N:33]=2)=[O:14])=[C:10]([S:16]([C:19]2[CH:20]=[CH:21][CH:22]=[CH:23][CH:24]=2)(=[O:18])=[O:17])[C:9]=1[CH3:25])=[O:7]. The catalyst class is: 9. (3) Reactant: [CH3:1][C:2]1[CH:3]=[C:4]([C:10]([CH3:16])([CH3:15])[CH2:11][C:12]([OH:14])=[O:13])[CH:5]=[CH:6][C:7]=1[O:8]C.Br. Product: [CH3:1][C:2]1[CH:3]=[C:4]([C:10]([CH3:16])([CH3:15])[CH2:11][C:12]([OH:14])=[O:13])[CH:5]=[CH:6][C:7]=1[OH:8]. The catalyst class is: 15.